Dataset: Forward reaction prediction with 1.9M reactions from USPTO patents (1976-2016). Task: Predict the product of the given reaction. (1) The product is: [NH2:20][N:1]1[CH:6]=[CH:5][CH:4]=[CH:3][C:2]1=[NH2+:7].[CH3:15][C:10]1[CH:11]=[C:12]([CH3:14])[CH:13]=[C:8]([CH3:21])[C:9]=1[S:16]([O-:19])(=[O:18])=[O:17]. Given the reactants [N:1]1[CH:6]=[CH:5][CH:4]=[CH:3][C:2]=1[NH2:7].[C:8]1([CH3:21])[CH:13]=[C:12]([CH3:14])[CH:11]=[C:10]([CH3:15])[C:9]=1[S:16]([O:19][NH2:20])(=[O:18])=[O:17], predict the reaction product. (2) Given the reactants [C:1]1([C:7]2[CH2:16][CH2:15][C:14]3[CH:13]=[C:12]([C@H:17]4[CH2:26][CH2:25][C@@:19]5([NH:23][C:22](=[O:24])[O:21][CH2:20]5)[CH2:18]4)[CH:11]=[CH:10][C:9]=3[CH:8]=2)[CH:6]=[CH:5][CH:4]=[CH:3][CH:2]=1, predict the reaction product. The product is: [C:1]1([CH:7]2[CH2:16][CH2:15][C:14]3[CH:13]=[C:12]([C@H:17]4[CH2:26][CH2:25][C@@:19]5([NH:23][C:22](=[O:24])[O:21][CH2:20]5)[CH2:18]4)[CH:11]=[CH:10][C:9]=3[CH2:8]2)[CH:2]=[CH:3][CH:4]=[CH:5][CH:6]=1. (3) Given the reactants F[C:2]1[CH:7]=[C:6](OC)[CH:5]=[C:4]([F:10])[C:3]=1[C:11]1[S:12][CH:13]=[C:14]([C:16]([OH:18])=[O:17])[N:15]=1.[CH:19]1(C2C=CC(F)=C(B(O)O)C=2)[CH2:21][CH2:20]1, predict the reaction product. The product is: [CH:19]1([C:7]2[CH:6]=[CH:5][C:4]([F:10])=[C:3]([C:11]3[S:12][CH:13]=[C:14]([C:16]([OH:18])=[O:17])[N:15]=3)[CH:2]=2)[CH2:21][CH2:20]1. (4) Given the reactants C([O:3][C:4](=[O:34])[CH2:5][NH:6][C:7](=[O:33])[C:8]1[CH:13]=[CH:12][C:11]([C:14]2[NH:15][C:16](=[O:30])[C:17]3[C:22]([CH:23]4[CH2:28][CH2:27][CH2:26][CH2:25][CH2:24]4)=[N:21][N:20]([CH3:29])[C:18]=3[N:19]=2)=[C:10]([O:31][CH3:32])[CH:9]=1)C.[OH-].[Na+], predict the reaction product. The product is: [CH:23]1([C:22]2[C:17]3[C:16](=[O:30])[NH:15][C:14]([C:11]4[CH:12]=[CH:13][C:8]([C:7]([NH:6][CH2:5][C:4]([OH:34])=[O:3])=[O:33])=[CH:9][C:10]=4[O:31][CH3:32])=[N:19][C:18]=3[N:20]([CH3:29])[N:21]=2)[CH2:24][CH2:25][CH2:26][CH2:27][CH2:28]1. (5) Given the reactants [CH3:1][C:2]1[CH:3]=[C:4]([SH:9])[C:5]([SH:8])=[CH:6][CH:7]=1.C([O-])([O-])=O.[K+].[K+].Cl[C:17]1[C:18](=[O:25])[N:19]([CH3:24])[C:20](=[O:23])[C:21]=1Cl.O, predict the reaction product. The product is: [CH3:24][N:19]1[C:20](=[O:23])[C:21]2[S:9][C:4]3[CH:3]=[C:2]([CH3:1])[CH:7]=[CH:6][C:5]=3[S:8][C:17]=2[C:18]1=[O:25]. (6) The product is: [Cl:10][S:11]([C:4]1[CH:3]=[C:2]([CH:7]=[CH:6][CH:5]=1)[C:1]([OH:9])=[O:8])(=[O:13])=[O:12]. Given the reactants [C:1]([OH:9])(=[O:8])[C:2]1[CH:7]=[CH:6][CH:5]=[CH:4][CH:3]=1.[Cl:10][S:11](O)(=[O:13])=[O:12], predict the reaction product. (7) Given the reactants [N:1]1[CH2:2][CH2:3][CH2:4][N:5]2[C:13]3[CH:12]=[CH:11][C:10]([NH2:14])=[CH:9][C:8]=3[C:7]3([O:19][CH2:18][CH2:17][CH2:16][O:15]3)[C:6]=12.N1C=CC=CC=1.C(Cl)Cl.[C:29](Cl)(=[O:36])[C:30]1[CH:35]=[CH:34][CH:33]=[CH:32][CH:31]=1, predict the reaction product. The product is: [N:1]1[CH2:2][CH2:3][CH2:4][N:5]2[C:13]3[CH:12]=[CH:11][C:10]([NH:14][C:29](=[O:36])[C:30]4[CH:35]=[CH:34][CH:33]=[CH:32][CH:31]=4)=[CH:9][C:8]=3[C:7]3([O:19][CH2:18][CH2:17][CH2:16][O:15]3)[C:6]=12. (8) Given the reactants ClC1C2=NC=C(OCC3OC=CN=3)N=C2C=CN=1.Cl[C:20]1[N:21]=[C:22]2[CH:29]=[CH:28][N:27]=[C:26]([Cl:30])[C:23]2=[N:24][CH:25]=1.[CH3:31][C@H:32]([OH:35])[C:33]#[CH:34], predict the reaction product. The product is: [CH3:31][C@H:32]([O:35][C:20]1[N:21]=[C:22]2[CH:29]=[CH:28][N:27]=[C:26]([Cl:30])[C:23]2=[N:24][CH:25]=1)[C:33]#[CH:34]. (9) Given the reactants [NH2:1][C:2]1[N:7]=[CH:6][C:5]([N:8]2[CH2:12][CH2:11][C@@H:10]([OH:13])[CH2:9]2)=[CH:4][CH:3]=1.[Cl:14][C:15]1[CH:20]=[CH:19][C:18]([C:21]2[S:25][C:24]([C:26](OC)=[O:27])=[C:23](/[N:30]=[CH:31]/N(C)C)[CH:22]=2)=[CH:17][CH:16]=1.C1(O)C=CC=CC=1, predict the reaction product. The product is: [Cl:14][C:15]1[CH:16]=[CH:17][C:18]([C:21]2[S:25][C:24]3[C:26](=[O:27])[N:1]([C:2]4[CH:3]=[CH:4][C:5]([N:8]5[CH2:12][CH2:11][C@@H:10]([OH:13])[CH2:9]5)=[CH:6][N:7]=4)[CH:31]=[N:30][C:23]=3[CH:22]=2)=[CH:19][CH:20]=1.